From a dataset of Full USPTO retrosynthesis dataset with 1.9M reactions from patents (1976-2016). Predict the reactants needed to synthesize the given product. Given the product [F:29][C:30]1[CH:35]=[CH:34][CH:33]=[CH:32][C:31]=1[C:2]1[CH:28]=[CH:27][C:5]([C:6]([NH:8][C:9]2[CH:14]=[CH:13][C:12]([O:15][CH3:16])=[C:11]([NH:17][C:18](=[O:26])[CH2:19][N:20]3[CH2:25][CH2:24][O:23][CH2:22][CH2:21]3)[CH:10]=2)=[O:7])=[CH:4][CH:3]=1, predict the reactants needed to synthesize it. The reactants are: Br[C:2]1[CH:28]=[CH:27][C:5]([C:6]([NH:8][C:9]2[CH:14]=[CH:13][C:12]([O:15][CH3:16])=[C:11]([NH:17][C:18](=[O:26])[CH2:19][N:20]3[CH2:25][CH2:24][O:23][CH2:22][CH2:21]3)[CH:10]=2)=[O:7])=[CH:4][CH:3]=1.[F:29][C:30]1[CH:35]=[CH:34][CH:33]=[CH:32][C:31]=1B(O)O.C(=O)([O-])[O-].[Na+].[Na+].